Dataset: Forward reaction prediction with 1.9M reactions from USPTO patents (1976-2016). Task: Predict the product of the given reaction. (1) The product is: [C:17]([C:16]1[C:10]2[C:11](=[N:12][CH:13]=[C:8]([C:4]3[CH:3]=[C:2]([NH:1][C:17](=[O:22])[CH:16]=[CH2:15])[CH:7]=[CH:6][CH:5]=3)[N:9]=2)[NH:14][CH:15]=1)(=[O:22])[C:18]([CH3:19])([CH3:21])[CH3:20]. Given the reactants [NH2:1][C:2]1[CH:3]=[C:4]([C:8]2[N:9]=[C:10]3[C:16]([C:17](=[O:22])[C:18]([CH3:21])([CH3:20])[CH3:19])=[CH:15][NH:14][C:11]3=[N:12][CH:13]=2)[CH:5]=[CH:6][CH:7]=1.[Cl-], predict the reaction product. (2) The product is: [NH2:25][CH:16]1[CH:17]([CH3:19])[CH2:18][N:13]([CH2:6][C:7]2[CH:12]=[CH:11][CH:10]=[CH:9][CH:8]=2)[CH2:14][C:15]1([CH3:23])[CH2:21][CH3:22]. Given the reactants C([O-])(=O)C.[NH4+].[CH2:6]([N:13]1[CH2:18][CH:17]([CH3:19])[C:16](=O)[C:15]([CH3:23])([CH2:21][CH3:22])[CH2:14]1)[C:7]1[CH:12]=[CH:11][CH:10]=[CH:9][CH:8]=1.C([BH3-])#[N:25].[Na+], predict the reaction product. (3) Given the reactants [F:1][C:2]([F:31])([C:27]([F:30])([F:29])[F:28])[C:3]([F:26])([F:25])[C:4]([P:7]([C:12]([F:24])([F:23])[C:13]([F:22])([F:21])[C:14]([F:20])([F:19])[C:15]([F:18])([F:17])[F:16])(=[O:11])[O:8]CC)([F:6])[F:5].[CH3:32][N:33]1[CH:37]=[CH:36][N:35]=[CH:34]1, predict the reaction product. The product is: [F:31][C:2]([F:1])([C:27]([F:28])([F:29])[F:30])[C:3]([F:25])([F:26])[C:4]([P:7]([C:12]([F:24])([F:23])[C:13]([F:21])([F:22])[C:14]([F:20])([F:19])[C:15]([F:18])([F:17])[F:16])(=[O:8])[O-:11])([F:6])[F:5].[CH2:36]([N+:35]1[CH:27]=[CH:2][N:33]([CH3:32])[CH:34]=1)[CH3:37]. (4) Given the reactants [CH3:1][N:2]1[CH:6]=[CH:5][C:4]([S:7](Cl)(=[O:9])=[O:8])=[N:3]1.Cl.[N:12]1([CH2:18][CH:19]([N:23]2[CH:27]=[C:26]([C:28]3[C:29]4[CH:36]=[CH:35][N:34](COCC[Si](C)(C)C)[C:30]=4[N:31]=[CH:32][N:33]=3)[CH:25]=[N:24]2)[CH2:20][C:21]#[N:22])[CH2:17][CH2:16][NH:15][CH2:14][CH2:13]1.C(N(CC)CC)C.FC(F)(F)C(O)=O.C(N)CN, predict the reaction product. The product is: [CH3:1][N:2]1[CH:6]=[CH:5][C:4]([S:7]([N:15]2[CH2:14][CH2:13][N:12]([CH2:18][CH:19]([N:23]3[CH:27]=[C:26]([C:28]4[C:29]5[CH:36]=[CH:35][NH:34][C:30]=5[N:31]=[CH:32][N:33]=4)[CH:25]=[N:24]3)[CH2:20][C:21]#[N:22])[CH2:17][CH2:16]2)(=[O:9])=[O:8])=[N:3]1. (5) The product is: [CH3:9][S:8][C:5]1[CH:6]=[CH:7][C:2]([C:17](=[O:19])[CH3:18])=[N:3][CH:4]=1. Given the reactants Br[C:2]1[CH:7]=[CH:6][C:5]([S:8][CH3:9])=[CH:4][N:3]=1.C(N(CC)CC)C.[CH2:17]([O:19]C([Sn](CCCC)(CCCC)CCCC)=C)[CH3:18], predict the reaction product. (6) Given the reactants [OH:1][CH2:2][CH2:3][CH:4]1[CH2:15][CH2:14][C:13]2[S:12][C:11]3[N:10]=[CH:9][N:8]=[C:7]([O:16][CH:17]4[CH2:22][CH2:21][CH:20]([N:23]([CH3:31])[C:24](=[O:30])[O:25][C:26]([CH3:29])([CH3:28])[CH3:27])[CH2:19][CH2:18]4)[C:6]=3[C:5]1=2.[H-].[Na+].Br[CH2:35][CH3:36], predict the reaction product. The product is: [CH2:35]([O:1][CH2:2][CH2:3][CH:4]1[CH2:15][CH2:14][C:13]2[S:12][C:11]3[N:10]=[CH:9][N:8]=[C:7]([O:16][CH:17]4[CH2:18][CH2:19][CH:20]([N:23]([CH3:31])[C:24](=[O:30])[O:25][C:26]([CH3:28])([CH3:27])[CH3:29])[CH2:21][CH2:22]4)[C:6]=3[C:5]1=2)[CH3:36]. (7) Given the reactants [CH2:1]([CH:3]([O:6][C:7]1[C:12]([C:13](O)=[O:14])=[C:11]([NH:16][C:17]2[CH:22]=[CH:21][C:20]([Cl:23])=[CH:19][C:18]=2[Cl:24])[N:10]=[C:9]([CH3:25])[CH:8]=1)[CH2:4][CH3:5])[CH3:2].CSC, predict the reaction product. The product is: [Cl:24][C:18]1[CH:19]=[C:20]([Cl:23])[CH:21]=[CH:22][C:17]=1[NH:16][C:11]1[C:12]([CH2:13][OH:14])=[C:7]([O:6][CH:3]([CH2:4][CH3:5])[CH2:1][CH3:2])[CH:8]=[C:9]([CH3:25])[N:10]=1.